This data is from M1 muscarinic receptor antagonist screen with 61,756 compounds. The task is: Binary Classification. Given a drug SMILES string, predict its activity (active/inactive) in a high-throughput screening assay against a specified biological target. The result is 0 (inactive). The drug is Clc1c(Cn2c(N(Cc3ccccc3)CCO)nc3n(c(=O)[nH]c(=O)c23)C)cccc1.